Dataset: Forward reaction prediction with 1.9M reactions from USPTO patents (1976-2016). Task: Predict the product of the given reaction. (1) The product is: [CH3:15][CH:11]1[CH2:12][CH2:13][CH2:14][N:10]1[CH2:9][CH2:8][CH2:7][O:6][C:5]1[CH:16]=[CH:17][C:2]([N:45]2[C@H:41]([CH2:40][N:34]3[CH2:35][CH2:36][CH2:37][CH2:38][CH2:39]3)[CH2:42][CH2:43][C:44]2=[O:46])=[CH:3][CH:4]=1. Given the reactants I[C:2]1[CH:17]=[CH:16][C:5]([O:6][CH2:7][CH2:8][CH2:9][N:10]2[CH2:14][CH2:13][CH2:12][CH:11]2[CH3:15])=[CH:4][CH:3]=1.P([O-])([O-])([O-])=O.[K+].[K+].[K+].N[C@@H]1CCCC[C@H]1N.[N:34]1([CH2:40][C@H:41]2[NH:45][C:44](=[O:46])[CH2:43][CH2:42]2)[CH2:39][CH2:38][CH2:37][CH2:36][CH2:35]1, predict the reaction product. (2) Given the reactants [OH:1][C:2]1[CH:7]=[CH:6][C:5]([CH2:8][CH:9]([O:15][C:16]2[CH:21]=[CH:20][CH:19]=[CH:18][CH:17]=2)[C:10]([O:12][CH2:13][CH3:14])=[O:11])=[CH:4][CH:3]=1.Br[CH2:23][CH2:24][O:25][CH:26]1[CH2:31][CH2:30][CH2:29][CH2:28][O:27]1.C(=O)([O-])[O-].[K+].[K+], predict the reaction product. The product is: [O:15]([CH:9]([CH2:8][C:5]1[CH:4]=[CH:3][C:2]([O:1][CH2:23][CH2:24][O:25][CH:26]2[CH2:31][CH2:30][CH2:29][CH2:28][O:27]2)=[CH:7][CH:6]=1)[C:10]([O:12][CH2:13][CH3:14])=[O:11])[C:16]1[CH:17]=[CH:18][CH:19]=[CH:20][CH:21]=1. (3) Given the reactants [NH2:1][C:2]1[CH:9]=[CH:8][C:7]([F:10])=[CH:6][C:3]=1[C:4]#[N:5].[Cl:11]N1C(=O)CCC1=O, predict the reaction product. The product is: [NH2:1][C:2]1[C:9]([Cl:11])=[CH:8][C:7]([F:10])=[CH:6][C:3]=1[C:4]#[N:5].